From a dataset of HIV replication inhibition screening data with 41,000+ compounds from the AIDS Antiviral Screen. Binary Classification. Given a drug SMILES string, predict its activity (active/inactive) in a high-throughput screening assay against a specified biological target. (1) The drug is CC(=NN)c1sc(-c2nc(C)c(C(C)=NN)s2)nc1C. The result is 0 (inactive). (2) The compound is Cc1cccc(NC(=O)Cc2nc3ccccc3s2)c1C. The result is 0 (inactive).